This data is from TCR-epitope binding with 47,182 pairs between 192 epitopes and 23,139 TCRs. The task is: Binary Classification. Given a T-cell receptor sequence (or CDR3 region) and an epitope sequence, predict whether binding occurs between them. The epitope is KRWIIMGLNK. The TCR CDR3 sequence is CASSLLGGNPTQYF. Result: 1 (the TCR binds to the epitope).